This data is from NCI-60 drug combinations with 297,098 pairs across 59 cell lines. The task is: Regression. Given two drug SMILES strings and cell line genomic features, predict the synergy score measuring deviation from expected non-interaction effect. (1) Drug 1: C1=NNC2=C1C(=O)NC=N2. Drug 2: CC1=C(C(=O)C2=C(C1=O)N3CC4C(C3(C2COC(=O)N)OC)N4)N. Cell line: OVCAR3. Synergy scores: CSS=31.1, Synergy_ZIP=-9.22, Synergy_Bliss=-3.90, Synergy_Loewe=-20.7, Synergy_HSA=-1.93. (2) Drug 1: C1C(C(OC1N2C=NC3=C(N=C(N=C32)Cl)N)CO)O. Drug 2: CC1CCC2CC(C(=CC=CC=CC(CC(C(=O)C(C(C(=CC(C(=O)CC(OC(=O)C3CCCCN3C(=O)C(=O)C1(O2)O)C(C)CC4CCC(C(C4)OC)OCCO)C)C)O)OC)C)C)C)OC. Cell line: NCI-H226. Synergy scores: CSS=3.99, Synergy_ZIP=0.124, Synergy_Bliss=2.30, Synergy_Loewe=0.0298, Synergy_HSA=0.506. (3) Drug 1: CCC1(CC2CC(C3=C(CCN(C2)C1)C4=CC=CC=C4N3)(C5=C(C=C6C(=C5)C78CCN9C7C(C=CC9)(C(C(C8N6C=O)(C(=O)OC)O)OC(=O)C)CC)OC)C(=O)OC)O.OS(=O)(=O)O. Drug 2: CCCCC(=O)OCC(=O)C1(CC(C2=C(C1)C(=C3C(=C2O)C(=O)C4=C(C3=O)C=CC=C4OC)O)OC5CC(C(C(O5)C)O)NC(=O)C(F)(F)F)O. Cell line: HT29. Synergy scores: CSS=62.7, Synergy_ZIP=2.97, Synergy_Bliss=3.60, Synergy_Loewe=-30.3, Synergy_HSA=3.56. (4) Drug 1: CC1=CC2C(CCC3(C2CCC3(C(=O)C)OC(=O)C)C)C4(C1=CC(=O)CC4)C. Drug 2: C1CC(=O)NC(=O)C1N2C(=O)C3=CC=CC=C3C2=O. Cell line: SK-MEL-2. Synergy scores: CSS=-2.09, Synergy_ZIP=0.556, Synergy_Bliss=-3.00, Synergy_Loewe=-3.46, Synergy_HSA=-5.49. (5) Drug 1: CN(C)C1=NC(=NC(=N1)N(C)C)N(C)C. Drug 2: C1=CC(=CC=C1CC(C(=O)O)N)N(CCCl)CCCl.Cl. Cell line: T-47D. Synergy scores: CSS=14.9, Synergy_ZIP=1.01, Synergy_Bliss=9.93, Synergy_Loewe=-2.01, Synergy_HSA=5.34. (6) Drug 1: CC(C1=C(C=CC(=C1Cl)F)Cl)OC2=C(N=CC(=C2)C3=CN(N=C3)C4CCNCC4)N. Drug 2: CCC1(C2=C(COC1=O)C(=O)N3CC4=CC5=C(C=CC(=C5CN(C)C)O)N=C4C3=C2)O.Cl. Cell line: OVCAR-5. Synergy scores: CSS=18.3, Synergy_ZIP=-4.06, Synergy_Bliss=-1.17, Synergy_Loewe=-8.03, Synergy_HSA=-1.53. (7) Drug 1: CC1=C(C=C(C=C1)C(=O)NC2=CC(=CC(=C2)C(F)(F)F)N3C=C(N=C3)C)NC4=NC=CC(=N4)C5=CN=CC=C5. Drug 2: CC1=C(N=C(N=C1N)C(CC(=O)N)NCC(C(=O)N)N)C(=O)NC(C(C2=CN=CN2)OC3C(C(C(C(O3)CO)O)O)OC4C(C(C(C(O4)CO)O)OC(=O)N)O)C(=O)NC(C)C(C(C)C(=O)NC(C(C)O)C(=O)NCCC5=NC(=CS5)C6=NC(=CS6)C(=O)NCCC[S+](C)C)O. Cell line: OVCAR-8. Synergy scores: CSS=29.6, Synergy_ZIP=-9.51, Synergy_Bliss=-1.15, Synergy_Loewe=-13.2, Synergy_HSA=-0.883.